Task: Binary Classification. Given a miRNA mature sequence and a target amino acid sequence, predict their likelihood of interaction.. Dataset: Experimentally validated miRNA-target interactions with 360,000+ pairs, plus equal number of negative samples (1) The miRNA is mmu-miR-690 with sequence AAAGGCUAGGCUCACAACCAAA. The protein sequence of the target gene is MSDAGGGKKPPVEPQAGPGPGRAAGERGLSGSFPLVLKKLMENPPRETRLDKEKGKEKLEEDESAAASTMAVSASLMPPIWDKTIPYDGESFHLEYMDLDEFLLENGIPASPTHLAQNLLLPVAELEGKESASSSTASPPSSSTAIFQPSETVSSTESSLEKERETPSPIDPSCVEVDVNFNPDPADLVLSSVPGGELFNPRKHRFAEEDLKPQPMIKKAKKVFVPDEQKDEKYWTRRKKNNVAAKRSRDARRLKENQITIRAAFLEKENTALRTEVAELRKEVGKCKTIVSKYETKYGP.... Result: 0 (no interaction). (2) The miRNA is mmu-miR-129-2-3p with sequence AAGCCCUUACCCCAAAAAGCAU. The protein sequence of the target gene is MSLADELLADLEEAAEEEEGGSYGEEEEEPAIEDVQEETQLDLSGDSVKSIAKLWDSKMFAEIMMKIEEYISKQANVSEVMGPVEAAPEYRVIVDANNLTVEIENELNIIHKFIRDKYSKRFPELESLVPNALDYIRTVKELGNSLDKCKNNENLQQILTNATIMVVSVTASTTQGQQLSDEELERLEEACDMALELNASKHRIYEYVESRMSFIAPNLSIIIGASTAAKIMGVAGGLTNLSKMPACNIMLLGAQRKTLSGFSSTSVLPHTGYIYHSDIVQSLPPDLRRKAARLVAAKCT.... Result: 1 (interaction). (3) The miRNA is hsa-miR-6756-5p with sequence AGGGUGGGGCUGGAGGUGGGGCU. The protein sequence of the target gene is MLDCLRLALLCALPWLLRAAVPGHQEEPLAKSAELRRDPRDPARGADFDRVYSGVVSLSTENIYSFNHTSHPGQVTAVRVHVNSSSDNLDYPVLVVVRQQKEVLSWQVPLLFQGLYQRSYNYQEVSRTLCPSKATNETGPLEQLIFVDVASMAPHGAHYKLLVTKIKHFQLPTNVAFYFTASPSQPQYFLYKFPEDVDSVIIKVVSEKAYPCSVVSVQNIMCPVYDLDHNVEFNGVYQSMTKKAAITLQKKDFPDEQFFVVFVIKPEDYACGGSFSIQENENQTWNLQRSKNLKVTIVPS.... Result: 0 (no interaction). (4) The miRNA is hsa-miR-4438 with sequence CACAGGCUUAGAAAAGACAGU. The protein sequence of the target gene is MRVAGGRALSRGAELRVPGGAKHGMCLLLGATGVGKTLLVKRLQEVSSRDGKGDLGEPPPTRPTVGTNLTDIVAQRKITIRELGGCMGPIWSSYYGNCRSLLFVMDASDPTQLSASCVQLLGLLSAEQLAEASVLILFNKIDLPCYMSTEEMKSLIRLPDIIACAKQNITTAEISAREGTGLAGVLAWLQATHRAND. Result: 0 (no interaction). (5) The miRNA is hsa-miR-5003-5p with sequence UCACAACAACCUUGCAGGGUAGA. The protein sequence of the target gene is MNAPATLPPGVEDTTWTPGINASWAPDEEEEDAMGSDGTGTAGMVTIQCIYALVCLVGLVGNALVIFVILRYAKMKTATNIYLLNLAVADELFMLSVPFARSAAALRHWPFGAVLCRAVLSVDGLNMFTSVFCLTVLSVDRYVAVVHPLATATYRRPSVAKLINLGVWLASLLVTLPIAVFADTRPARGGEAVACNLHWPHPAWSAVFVIYTFLLGFLPPVLAIGLCYLLIVGKMRAVALAGGWQQRRRSEKKITRLVLMVVTVFVLCWMPFYVVQLLNLFVTSLDATVNHVSLILSYAN.... Result: 0 (no interaction).